Task: Predict the reaction yield, written as a fraction of the theoretical maximum amount of product (1.0 means a 100% yield; for example, 0.34 means a 34% yield).. Dataset: Reaction yield outcomes from USPTO patents with 853,638 reactions (1) The reactants are C([Li])CCC.Br[C:7]1[CH:15]=[CH:14][C:13]([C:16]([F:19])([F:18])[F:17])=[CH:12][C:8]=1[C:9]([OH:11])=[O:10].CN(C)[CH:22]=[O:23].[OH-].[Na+]. The catalyst is O1CCCC1. The product is [CH:22]([C:7]1[CH:15]=[CH:14][C:13]([C:16]([F:19])([F:18])[F:17])=[CH:12][C:8]=1[C:9]([OH:11])=[O:10])=[O:23]. The yield is 0.310. (2) The reactants are [F:1][C:2]1[CH:7]=[CH:6][C:5]([C:8]2[S:12][N:11]=[N:10][C:9]=2[CH2:13]O)=[CH:4][CH:3]=1.Cl.[C:16]([OH:19])(=[O:18])[CH3:17]. The catalyst is O1CCCC1.[O-2].[O-2].[Mn+4]. The product is [F:1][C:2]1[CH:3]=[CH:4][C:5]([C:8]2[S:12][N:11]=[N:10][C:9]=2/[CH:13]=[CH:17]/[C:16]([OH:19])=[O:18])=[CH:6][CH:7]=1. The yield is 0.210.